This data is from NCI-60 drug combinations with 297,098 pairs across 59 cell lines. The task is: Regression. Given two drug SMILES strings and cell line genomic features, predict the synergy score measuring deviation from expected non-interaction effect. (1) Drug 1: CC=C1C(=O)NC(C(=O)OC2CC(=O)NC(C(=O)NC(CSSCCC=C2)C(=O)N1)C(C)C)C(C)C. Drug 2: C1=CC=C(C(=C1)C(C2=CC=C(C=C2)Cl)C(Cl)Cl)Cl. Cell line: HCT116. Synergy scores: CSS=34.5, Synergy_ZIP=4.69, Synergy_Bliss=13.0, Synergy_Loewe=-28.8, Synergy_HSA=5.90. (2) Drug 1: C1=NC2=C(N1)C(=S)N=C(N2)N. Drug 2: CC1C(C(=O)NC(C(=O)N2CCCC2C(=O)N(CC(=O)N(C(C(=O)O1)C(C)C)C)C)C(C)C)NC(=O)C3=C4C(=C(C=C3)C)OC5=C(C(=O)C(=C(C5=N4)C(=O)NC6C(OC(=O)C(N(C(=O)CN(C(=O)C7CCCN7C(=O)C(NC6=O)C(C)C)C)C)C(C)C)C)N)C. Cell line: PC-3. Synergy scores: CSS=14.1, Synergy_ZIP=0.305, Synergy_Bliss=0.638, Synergy_Loewe=0.743, Synergy_HSA=0.370. (3) Drug 1: CCCCC(=O)OCC(=O)C1(CC(C2=C(C1)C(=C3C(=C2O)C(=O)C4=C(C3=O)C=CC=C4OC)O)OC5CC(C(C(O5)C)O)NC(=O)C(F)(F)F)O. Drug 2: CC1=C(C(=O)C2=C(C1=O)N3CC4C(C3(C2COC(=O)N)OC)N4)N. Cell line: HT29. Synergy scores: CSS=31.2, Synergy_ZIP=-2.54, Synergy_Bliss=2.31, Synergy_Loewe=-3.52, Synergy_HSA=5.64. (4) Drug 1: COC1=CC(=CC(=C1O)OC)C2C3C(COC3=O)C(C4=CC5=C(C=C24)OCO5)OC6C(C(C7C(O6)COC(O7)C8=CC=CS8)O)O. Drug 2: C1C(C(OC1N2C=C(C(=O)NC2=O)F)CO)O. Cell line: SNB-19. Synergy scores: CSS=53.5, Synergy_ZIP=-7.88, Synergy_Bliss=-7.71, Synergy_Loewe=-4.41, Synergy_HSA=-1.72. (5) Drug 1: C1CCN(CC1)CCOC2=CC=C(C=C2)C(=O)C3=C(SC4=C3C=CC(=C4)O)C5=CC=C(C=C5)O. Drug 2: CC1=C(C=C(C=C1)NC(=O)C2=CC=C(C=C2)CN3CCN(CC3)C)NC4=NC=CC(=N4)C5=CN=CC=C5. Cell line: SNB-75. Synergy scores: CSS=1.20, Synergy_ZIP=0.906, Synergy_Bliss=2.21, Synergy_Loewe=-0.758, Synergy_HSA=-0.559. (6) Drug 1: C1=CC(=CC=C1CCC2=CNC3=C2C(=O)NC(=N3)N)C(=O)NC(CCC(=O)O)C(=O)O. Drug 2: CC1=C(C(CCC1)(C)C)C=CC(=CC=CC(=CC(=O)O)C)C. Cell line: CAKI-1. Synergy scores: CSS=12.8, Synergy_ZIP=-11.0, Synergy_Bliss=-11.6, Synergy_Loewe=-4.62, Synergy_HSA=-4.37. (7) Drug 1: CC1=C(C(=O)C2=C(C1=O)N3CC4C(C3(C2COC(=O)N)OC)N4)N. Drug 2: CC(C)CN1C=NC2=C1C3=CC=CC=C3N=C2N. Cell line: ACHN. Synergy scores: CSS=29.4, Synergy_ZIP=-2.14, Synergy_Bliss=-0.533, Synergy_Loewe=-9.25, Synergy_HSA=-0.559.